From a dataset of Reaction yield outcomes from USPTO patents with 853,638 reactions. Predict the reaction yield, written as a fraction of the theoretical maximum amount of product (1.0 means a 100% yield; for example, 0.34 means a 34% yield). (1) The reactants are [Cl:1][C:2]1[CH:7]=[C:6]([N:8]([CH3:29])[C:9]2[C:10]([CH:26]3[CH2:28][CH2:27]3)=[N:11][C:12]([N:17]3[CH2:22][CH2:21][NH:20][C@H:19]([CH:23]4[CH2:25][CH2:24]4)[CH2:18]3)=[C:13]([CH:16]=2)[C:14]#[N:15])[CH:5]=[CH:4][N:3]=1.[OH:30][CH2:31][CH2:32][C:33]([O-])=[O:34].[Na+].CN(C(ON1N=NC2C=CC=NC1=2)=[N+](C)C)C.F[P-](F)(F)(F)(F)F.CCN(C(C)C)C(C)C. The catalyst is CN(C=O)C. The product is [Cl:1][C:2]1[CH:7]=[C:6]([N:8]([CH3:29])[C:9]2[C:10]([CH:26]3[CH2:27][CH2:28]3)=[N:11][C:12]([N:17]3[CH2:22][CH2:21][N:20]([C:31](=[O:30])[CH2:32][CH2:33][OH:34])[C@H:19]([CH:23]4[CH2:25][CH2:24]4)[CH2:18]3)=[C:13]([CH:16]=2)[C:14]#[N:15])[CH:5]=[CH:4][N:3]=1. The yield is 0.563. (2) The reactants are [Cl:1][C:2]1[C:10]([C:11]#[N:12])=[CH:9][CH:8]=[C:7]2[C:3]=1[CH:4]=[C:5]([CH:22]([F:24])[F:23])[N:6]2S(C1C=CC=CC=1)(=O)=O.CCCC[N+](CCCC)(CCCC)CCCC.[F-]. The catalyst is C1COCC1. The product is [Cl:1][C:2]1[C:10]([C:11]#[N:12])=[CH:9][CH:8]=[C:7]2[C:3]=1[CH:4]=[C:5]([CH:22]([F:23])[F:24])[NH:6]2. The yield is 0.920.